This data is from NCI-60 drug combinations with 297,098 pairs across 59 cell lines. The task is: Regression. Given two drug SMILES strings and cell line genomic features, predict the synergy score measuring deviation from expected non-interaction effect. Drug 1: CC1=C(C=C(C=C1)C(=O)NC2=CC(=CC(=C2)C(F)(F)F)N3C=C(N=C3)C)NC4=NC=CC(=N4)C5=CN=CC=C5. Drug 2: C1=NC(=NC(=O)N1C2C(C(C(O2)CO)O)O)N. Cell line: MDA-MB-435. Synergy scores: CSS=-6.41, Synergy_ZIP=-5.57, Synergy_Bliss=-17.7, Synergy_Loewe=-29.1, Synergy_HSA=-25.6.